Dataset: NCI-60 drug combinations with 297,098 pairs across 59 cell lines. Task: Regression. Given two drug SMILES strings and cell line genomic features, predict the synergy score measuring deviation from expected non-interaction effect. (1) Drug 1: C1=CC(=CC=C1CC(C(=O)O)N)N(CCCl)CCCl.Cl. Drug 2: CCCS(=O)(=O)NC1=C(C(=C(C=C1)F)C(=O)C2=CNC3=C2C=C(C=N3)C4=CC=C(C=C4)Cl)F. Cell line: HCT116. Synergy scores: CSS=11.5, Synergy_ZIP=-0.675, Synergy_Bliss=3.87, Synergy_Loewe=-5.25, Synergy_HSA=1.96. (2) Drug 1: CN1CCC(CC1)COC2=C(C=C3C(=C2)N=CN=C3NC4=C(C=C(C=C4)Br)F)OC. Drug 2: CN(C)C1=NC(=NC(=N1)N(C)C)N(C)C. Cell line: HS 578T. Synergy scores: CSS=-16.9, Synergy_ZIP=6.50, Synergy_Bliss=-2.37, Synergy_Loewe=-11.3, Synergy_HSA=-10.8.